Dataset: Full USPTO retrosynthesis dataset with 1.9M reactions from patents (1976-2016). Task: Predict the reactants needed to synthesize the given product. (1) Given the product [F:1][C:2]1[C:24]([F:25])=[CH:23][CH:22]=[CH:21][C:3]=1[CH2:4][N:5]1[C:9]2=[N:10][C:11]([CH3:20])=[C:12]([C:15]([O:17][CH2:18][CH3:19])=[O:16])[C:13]([I:47])=[C:8]2[CH:7]=[CH:6]1, predict the reactants needed to synthesize it. The reactants are: [F:1][C:2]1[C:24]([F:25])=[CH:23][CH:22]=[CH:21][C:3]=1[CH2:4][N:5]1[C:9]2=[N:10][C:11]([CH3:20])=[C:12]([C:15]([O:17][CH2:18][CH3:19])=[O:16])[C:13](O)=[C:8]2[CH:7]=[CH:6]1.N1C=CC=CC=1.S(OS(C(F)(F)F)(=O)=O)(C(F)(F)F)(=O)=O.[I-:47].[Na+].Cl.[O-]S([O-])(=S)=O.[Na+].[Na+].O. (2) Given the product [OH:32][CH:31]([CH:33]1[CH2:38][CH2:37][O:36][CH2:35][CH2:34]1)[CH:16]1[C:15](=[O:21])[CH:14]=[C:18]([O:19][CH3:20])[CH2:17]1, predict the reactants needed to synthesize it. The reactants are: ClC1C=CC(C2N=C([C:14]3[C:15](=[O:21])[CH2:16][CH2:17][C:18]=3[O:19][CH3:20])C(C)=CN=2)=CC=1.C([N-]C(C)C)(C)C.[Li+].[CH:31]([CH:33]1[CH2:38][CH2:37][O:36][CH2:35][CH2:34]1)=[O:32]. (3) The reactants are: [CH2:1]([CH:5]1[CH2:14][C:13]2[C:8](=[CH:9][CH:10]=[CH:11][C:12]=2[CH3:15])[CH2:7][N:6]1C(OC)=O)[CH:2]([CH3:4])[CH3:3].C(O)(=O)C.O.[OH-].[Na+]. Given the product [CH2:1]([CH:5]1[CH2:14][C:13]2[C:8](=[CH:9][CH:10]=[CH:11][C:12]=2[CH3:15])[CH2:7][NH:6]1)[CH:2]([CH3:4])[CH3:3], predict the reactants needed to synthesize it. (4) Given the product [Cl:8][C:5]1[CH:6]=[CH:7][C:2]2[N:3]([CH:13]=[C:12]([C:11]3[CH:16]=[CH:17][C:18]([F:20])=[CH:19][C:10]=3[F:9])[N:1]=2)[CH:4]=1, predict the reactants needed to synthesize it. The reactants are: [NH2:1][C:2]1[CH:7]=[CH:6][C:5]([Cl:8])=[CH:4][N:3]=1.[F:9][C:10]1[CH:19]=[C:18]([F:20])[CH:17]=[CH:16][C:11]=1[C:12](=O)[CH2:13]Br.[OH-].[Na+]. (5) Given the product [CH3:21][C@H:19]1[NH:20][C:31](=[O:33])[N:17]([C:14]2[CH:15]=[CH:16][C:11]([O:10][C:3]3[CH:4]=[C:5]([O:8][CH3:9])[CH:6]=[CH:7][C:2]=3[CH3:1])=[CH:12][CH:13]=2)[C:18]1=[O:22], predict the reactants needed to synthesize it. The reactants are: [CH3:1][C:2]1[CH:7]=[CH:6][C:5]([O:8][CH3:9])=[CH:4][C:3]=1[O:10][C:11]1[CH:16]=[CH:15][C:14]([NH:17][C:18](=[O:22])[C@@H:19]([CH3:21])[NH2:20])=[CH:13][CH:12]=1.C(N(CC)CC)C.Cl[C:31](Cl)([O:33]C(=O)OC(Cl)(Cl)Cl)Cl.C([O-])(O)=O.[Na+].